From a dataset of Catalyst prediction with 721,799 reactions and 888 catalyst types from USPTO. Predict which catalyst facilitates the given reaction. Reactant: [CH3:1][N:2]([C:12]1[CH:17]=[CH:16][C:15]([N+:18]([O-])=O)=[CH:14][CH:13]=1)[C:3](=[O:11])[CH2:4][N:5]1[CH2:10][CH2:9][CH2:8][CH2:7][CH2:6]1.[NH4+].[Cl-].O. Product: [NH2:18][C:15]1[CH:16]=[CH:17][C:12]([N:2]([CH3:1])[C:3](=[O:11])[CH2:4][N:5]2[CH2:10][CH2:9][CH2:8][CH2:7][CH2:6]2)=[CH:13][CH:14]=1. The catalyst class is: 415.